This data is from Forward reaction prediction with 1.9M reactions from USPTO patents (1976-2016). The task is: Predict the product of the given reaction. (1) Given the reactants [NH2:1][CH2:2][CH:3]1[CH2:12][CH2:11][CH2:10][C:9]2[C:8]([O:13][C:14]3[CH:22]=[CH:21][C:17]([C:18]([NH2:20])=[O:19])=[CH:16][N:15]=3)=[CH:7][CH:6]=[CH:5][C:4]1=2.[C:23]1(=O)[CH2:27][CH2:26][CH2:25][CH2:24]1.[BH3-]C#N.[Na+], predict the reaction product. The product is: [CH:23]1([NH:1][CH2:2][CH:3]2[CH2:12][CH2:11][CH2:10][C:9]3[C:8]([O:13][C:14]4[CH:22]=[CH:21][C:17]([C:18]([NH2:20])=[O:19])=[CH:16][N:15]=4)=[CH:7][CH:6]=[CH:5][C:4]2=3)[CH2:27][CH2:26][CH2:25][CH2:24]1. (2) Given the reactants [CH3:1][C:2]1[CH:3]=[C:4]([CH:13]=[CH:14][CH:15]=1)[CH2:5][C:6]1[CH:7]=[C:8]([CH2:11][OH:12])[O:9][CH:10]=1.CC(OI1(OC(C)=O)(OC(C)=O)OC(=O)C2C=CC=CC1=2)=O, predict the reaction product. The product is: [CH3:1][C:2]1[CH:3]=[C:4]([CH:13]=[CH:14][CH:15]=1)[CH2:5][C:6]1[CH:7]=[C:8]([CH:11]=[O:12])[O:9][CH:10]=1. (3) Given the reactants [CH2:1]([O:3][C:4]([C:6]1[C:10]([Br:11])=[C:9]([C:12]2[CH:17]=[CH:16][C:15]([F:18])=[CH:14][CH:13]=2)[N:8]([C:19]2[CH:24]=[CH:23][C:22]([O:25][CH3:26])=[CH:21][CH:20]=2)[C:7]=1[CH2:27]Br)=[O:5])[CH3:2].[CH2:29]([O:31][C:32](=[O:42])[CH2:33][NH:34][C:35]([O:37][C:38]([CH3:41])([CH3:40])[CH3:39])=[O:36])[CH3:30], predict the reaction product. The product is: [CH2:1]([O:3][C:4]([C:6]1[C:10]([Br:11])=[C:9]([C:12]2[CH:13]=[CH:14][C:15]([F:18])=[CH:16][CH:17]=2)[N:8]([C:19]2[CH:24]=[CH:23][C:22]([O:25][CH3:26])=[CH:21][CH:20]=2)[C:7]=1[CH2:27][N:34]([C:35]([O:37][C:38]([CH3:39])([CH3:41])[CH3:40])=[O:36])[CH2:33][C:32]([O:31][CH2:29][CH3:30])=[O:42])=[O:5])[CH3:2]. (4) Given the reactants [O:1]1[C:5]2[CH:6]=[CH:7][C:8]([CH2:10][N:11]3[CH2:16][CH2:15][CH:14]([N:17]([CH3:32])[C:18]([N:20]4[CH:24]=[C:23]([C:25]5[CH:30]=[CH:29][CH:28]=[C:27]([OH:31])[CH:26]=5)[N:22]=[CH:21]4)=[O:19])[CH2:13][CH2:12]3)=[CH:9][C:4]=2[O:3][CH2:2]1.[S:33](Cl)(=[O:36])(=[O:35])[NH2:34].ClCCl.CO, predict the reaction product. The product is: [S:33](=[O:36])(=[O:35])([O:31][C:27]1[CH:28]=[CH:29][CH:30]=[C:25]([C:23]2[N:22]=[CH:21][N:20]([C:18](=[O:19])[N:17]([CH:14]3[CH2:13][CH2:12][N:11]([CH2:10][C:8]4[CH:7]=[CH:6][C:5]5[O:1][CH2:2][O:3][C:4]=5[CH:9]=4)[CH2:16][CH2:15]3)[CH3:32])[CH:24]=2)[CH:26]=1)[NH2:34]. (5) Given the reactants [C:1]([O:7][CH2:8][CH:9]=[CH2:10])(=[O:6])[CH2:2][C:3]([CH3:5])=O.[Cl:11][C:12]1[CH:19]=[CH:18][CH:17]=[CH:16][C:13]=1[CH:14]=O.[NH4+:20].[OH-:21], predict the reaction product. The product is: [Cl:11][C:12]1[CH:19]=[CH:18][CH:17]=[CH:16][C:13]=1[CH:14]1[C:2]([C:1]([O:7][CH2:8][CH:9]=[CH2:10])=[O:6])=[C:3]([CH3:5])[NH:20][C:3]([CH3:5])=[C:2]1[C:1]([O:7][CH2:8][CH:9]=[CH2:10])=[O:21].